Dataset: Forward reaction prediction with 1.9M reactions from USPTO patents (1976-2016). Task: Predict the product of the given reaction. (1) Given the reactants OCC[CH:4]([NH:15][C:16](=[O:22])[O:17][C:18]([CH3:21])(C)C)[CH:5]1[CH2:14][CH2:13][C:8]2([O:12][CH2:11][CH2:10][O:9]2)[CH2:7][CH2:6]1.O1CCCC1.CC(C)([O-])C.[K+], predict the reaction product. The product is: [O:9]1[C:8]2([CH2:7][CH2:6][CH:5]([CH:4]3[CH2:21][CH2:18][O:17][C:16](=[O:22])[NH:15]3)[CH2:14][CH2:13]2)[O:12][CH2:11][CH2:10]1. (2) Given the reactants [N:1]1[CH:6]=[CH:5][CH:4]=[CH:3][C:2]=1[C:7]1[O:11][C:10]([C:12]([O:14]C)=O)=[N:9][N:8]=1.Br[CH2:17][CH2:18][CH2:19][CH2:20][CH2:21][C:22]1[CH:27]=[CH:26][CH:25]=[CH:24][CH:23]=1, predict the reaction product. The product is: [C:22]1([CH2:21][CH2:20][CH2:19][CH2:18][CH2:17][C:12]([C:10]2[O:11][C:7]([C:2]3[CH:3]=[CH:4][CH:5]=[CH:6][N:1]=3)=[N:8][N:9]=2)=[O:14])[CH:27]=[CH:26][CH:25]=[CH:24][CH:23]=1. (3) Given the reactants CC1C=CC=C([N+]([O-])=O)C=1C(OC(C1C([N+]([O-])=O)=CC=CC=1C)=O)=O.[C:26]([O:30][C:31]([NH:33][C@@H:34]([CH2:38][CH2:39][O:40][C@@H:41]([C@@H:50]([CH2:54][C:55]1[CH:60]=[CH:59][C:58]([F:61])=[CH:57][CH:56]=1)[C@@H:51](O)[CH3:52])[CH2:42][CH2:43][C:44]1[CH:49]=[CH:48][CH:47]=[CH:46][CH:45]=1)[C:35]([OH:37])=[O:36])=[O:32])([CH3:29])([CH3:28])[CH3:27], predict the reaction product. The product is: [F:61][C:58]1[CH:59]=[CH:60][C:55]([CH2:54][C@H:50]2[C@H:51]([CH3:52])[O:37][C:35](=[O:36])[C@@H:34]([NH:33][C:31](=[O:32])[O:30][C:26]([CH3:29])([CH3:28])[CH3:27])[CH2:38][CH2:39][O:40][C@@H:41]2[CH2:42][CH2:43][C:44]2[CH:49]=[CH:48][CH:47]=[CH:46][CH:45]=2)=[CH:56][CH:57]=1. (4) Given the reactants [N:1]1([CH2:6][CH2:7][CH2:8][O:9][C:10]2[CH:15]=[CH:14][C:13]([C:16]3([C:22]([N:24]4[CH2:29][CH2:28][CH:27]([OH:30])[CH2:26][CH2:25]4)=O)[CH2:21][CH2:20][CH2:19][CH2:18][CH2:17]3)=[CH:12][CH:11]=2)[CH2:5][CH2:4][CH2:3][CH2:2]1.[H-].[Al+3].[Li+].[H-].[H-].[H-], predict the reaction product. The product is: [N:1]1([CH2:6][CH2:7][CH2:8][O:9][C:10]2[CH:15]=[CH:14][C:13]([C:16]3([CH2:22][N:24]4[CH2:25][CH2:26][CH:27]([OH:30])[CH2:28][CH2:29]4)[CH2:21][CH2:20][CH2:19][CH2:18][CH2:17]3)=[CH:12][CH:11]=2)[CH2:5][CH2:4][CH2:3][CH2:2]1. (5) Given the reactants FC1C=C2C(C(C3C=CC(N4CCC(N)CC4)=NC=3)=CN2)=CC=1.[F:24][C:25]1[CH:33]=[C:32]2[C:28]([C:29]([C:34]3[CH:35]=[CH:36][C:37]([N:40]4[CH2:45][CH2:44][N:43]([C:46](=[O:56])[CH2:47][NH:48]C(=O)OC(C)(C)C)[CH2:42][CH2:41]4)=[N:38][CH:39]=3)=[CH:30][NH:31]2)=[CH:27][CH:26]=1, predict the reaction product. The product is: [NH2:48][CH2:47][C:46]([N:43]1[CH2:44][CH2:45][N:40]([C:37]2[CH:36]=[CH:35][C:34]([C:29]3[C:28]4[C:32](=[CH:33][C:25]([F:24])=[CH:26][CH:27]=4)[NH:31][CH:30]=3)=[CH:39][N:38]=2)[CH2:41][CH2:42]1)=[O:56]. (6) The product is: [F:1][C:2]([F:35])([F:34])[C:3]1[CH:4]=[C:5]([CH:27]=[C:28]([C:30]([F:33])([F:32])[F:31])[CH:29]=1)[CH2:6][N:7]([CH2:14][C:15]1[C:16]([C:25]([OH:37])=[O:36])=[N:17][CH:18]=[C:19]([C:21]([F:24])([F:23])[F:22])[CH:20]=1)[C:8]1[N:9]=[N:10][N:11]([CH3:13])[N:12]=1. Given the reactants [F:1][C:2]([F:35])([F:34])[C:3]1[CH:4]=[C:5]([CH:27]=[C:28]([C:30]([F:33])([F:32])[F:31])[CH:29]=1)[CH2:6][N:7]([CH2:14][C:15]1[C:16]([C:25]#N)=[N:17][CH:18]=[C:19]([C:21]([F:24])([F:23])[F:22])[CH:20]=1)[C:8]1[N:9]=[N:10][N:11]([CH3:13])[N:12]=1.[OH2:36].[OH-:37].[K+].Cl, predict the reaction product. (7) The product is: [CH3:14][O:13][S:10]([O-:15])(=[O:12])=[O:11].[C:1]([C:4]1[CH:9]=[CH:8][N+:7]([CH3:17])=[CH:6][CH:5]=1)(=[O:3])[CH3:2]. Given the reactants [C:1]([C:4]1[CH:9]=[CH:8][N:7]=[CH:6][CH:5]=1)(=[O:3])[CH3:2].[S:10]([O:15]C)([O:13][CH3:14])(=[O:12])=[O:11].[C:17](OCC)(=O)C, predict the reaction product. (8) Given the reactants Cl[C:2]1[N:7]=[C:6]([C:8]2[CH:13]=[CH:12][C:11]([C:14]([F:17])([F:16])[F:15])=[C:10]([CH3:18])[CH:9]=2)[CH:5]=[C:4]([CH3:19])[N:3]=1.[Br:20][C:21]1[CH:22]=[C:23](B(O)O)[CH:24]=[CH:25][CH:26]=1, predict the reaction product. The product is: [Br:20][C:21]1[CH:26]=[C:25]([C:2]2[N:3]=[C:4]([CH3:19])[CH:5]=[C:6]([C:8]3[CH:13]=[CH:12][C:11]([C:14]([F:17])([F:16])[F:15])=[C:10]([CH3:18])[CH:9]=3)[N:7]=2)[CH:24]=[CH:23][CH:22]=1. (9) Given the reactants [CH2:1](I)[CH3:2].[F:4][C:5]1[CH:6]=[C:7]([CH:17]=[CH:18][CH:19]=1)[CH2:8][CH:9]1[CH2:15][CH:14]2[NH:16][CH:11]([CH2:12][CH2:13]2)[CH2:10]1.C(=O)([O-])[O-].[K+].[K+], predict the reaction product. The product is: [CH2:1]([N:16]1[CH:11]2[CH2:12][CH2:13][CH:14]1[CH2:15][CH:9]([CH2:8][C:7]1[CH:17]=[CH:18][CH:19]=[C:5]([F:4])[CH:6]=1)[CH2:10]2)[CH3:2].